This data is from Catalyst prediction with 721,799 reactions and 888 catalyst types from USPTO. The task is: Predict which catalyst facilitates the given reaction. (1) Reactant: [CH3:1][O:2][C@H:3]1[CH2:8][CH2:7][C@H:6]([N:9]([CH3:21])[C:10]([C:12]2[CH:20]=[CH:19][C:15]3=[N:16][O:17][N:18]=[C:14]3[CH:13]=2)=O)[CH2:5][CH2:4]1.P12(SP3(SP(SP(S3)(S1)=S)(=S)S2)=S)=[S:23]. Product: [CH3:1][O:2][C@H:3]1[CH2:8][CH2:7][C@H:6]([N:9]([CH3:21])[C:10]([C:12]2[CH:20]=[CH:19][C:15]3=[N:16][O:17][N:18]=[C:14]3[CH:13]=2)=[S:23])[CH2:5][CH2:4]1. The catalyst class is: 11. (2) Reactant: [CH3:1][C:2]1[C:6]2[C:7](=[O:20])[N:8]([CH2:12][CH2:13][N:14]3[CH2:19][CH2:18][O:17][CH2:16][CH2:15]3)[CH2:9][CH2:10][CH2:11][C:5]=2[NH:4][C:3]=1[CH:21]=O.[F:23][C:24]1[CH:29]=[CH:28][C:27]([CH2:30][S:31]([C:34]2[CH:35]=[C:36]3[C:40](=[CH:41][CH:42]=2)[NH:39][C:38](=[O:43])[CH2:37]3)(=[O:33])=[O:32])=[CH:26][CH:25]=1.N1CCCCC1. Product: [F:23][C:24]1[CH:25]=[CH:26][C:27]([CH2:30][S:31]([C:34]2[CH:35]=[C:36]3[C:40](=[CH:41][CH:42]=2)[NH:39][C:38](=[O:43])/[C:37]/3=[CH:21]\[C:3]2[NH:4][C:5]3[CH2:11][CH2:10][CH2:9][N:8]([CH2:12][CH2:13][N:14]4[CH2:19][CH2:18][O:17][CH2:16][CH2:15]4)[C:7](=[O:20])[C:6]=3[C:2]=2[CH3:1])(=[O:33])=[O:32])=[CH:28][CH:29]=1. The catalyst class is: 8. (3) Reactant: [C:1]([O:8][CH2:9][CH3:10])(=[O:7])[C:2]([O:4]CC)=O.[O-]CC.[K+].[CH3:15][C:16]1[C:17]([N+:24]([O-:26])=[O:25])=[C:18]([O:22][CH3:23])[CH:19]=[CH:20][CH:21]=1. Product: [CH2:9]([O:8][C:1](=[O:7])[C:2](=[O:4])[CH2:15][C:16]1[CH:21]=[CH:20][CH:19]=[C:18]([O:22][CH3:23])[C:17]=1[N+:24]([O-:26])=[O:25])[CH3:10]. The catalyst class is: 27.